Dataset: Catalyst prediction with 721,799 reactions and 888 catalyst types from USPTO. Task: Predict which catalyst facilitates the given reaction. (1) Reactant: C(O[Si:4](OCC)(OCC)[C:5]1[CH:10]=[CH:9][C:8]([N:11]([C:28]2[CH:33]=[CH:32][C:31]([Si](OCC)(OCC)OCC)=[CH:30][CH:29]=2)[C:12]2[CH:17]=[CH:16][C:15]([Si](OCC)(OCC)OCC)=[CH:14][CH:13]=2)=[CH:7][CH:6]=1)C.C([Mg]Br)C=C. Product: [C:28]1([N:11]([C:8]2[CH:7]=[CH:6][CH:5]=[CH:10][CH:9]=2)[C:12]2[CH:17]=[CH:16][CH:15]=[CH:14][CH:13]=2)[CH:29]=[CH:30][CH:31]=[CH:32][CH:33]=1.[SiH4:4]. The catalyst class is: 28. (2) Reactant: [H-].[Na+].[CH3:3][NH:4][C:5](=[O:7])[CH3:6].[F:8][C:9]1[CH:16]=[CH:15][C:12]([CH2:13]Br)=[CH:11][CH:10]=1. Product: [CH3:3][N:4]([CH2:13][C:12]1[CH:15]=[CH:16][C:9]([F:8])=[CH:10][CH:11]=1)[C:5](=[O:7])[CH3:6]. The catalyst class is: 1. (3) Reactant: [CH3:1][O:2][C:3]1[C:4]([N+:21]([O-])=O)=[C:5]([CH:18]=[CH:19][CH:20]=1)[CH:6]=[C:7]([C:13]([O:15][CH2:16][CH3:17])=[O:14])[C:8](OCC)=[O:9]. Product: [CH3:1][O:2][C:3]1[CH:20]=[CH:19][CH:18]=[C:5]2[C:4]=1[NH:21][C:8](=[O:9])[CH:7]([C:13]([O:15][CH2:16][CH3:17])=[O:14])[CH2:6]2. The catalyst class is: 29. (4) Product: [F:22][CH2:23][CH2:24][NH:19][C:17]([C@@H:15]1[O:14][C:13](=[O:20])[N:12]([C:10]2[CH:9]=[CH:8][C:7]3[N:2]([CH3:1])[C:3](=[O:21])[CH2:4][O:5][C:6]=3[CH:11]=2)[CH2:16]1)=[O:18]. The catalyst class is: 5. Reactant: [CH3:1][N:2]1[C:7]2[CH:8]=[CH:9][C:10]([N:12]3[CH2:16][C@H:15]([C:17]([NH2:19])=[O:18])[O:14][C:13]3=[O:20])=[CH:11][C:6]=2[O:5][CH2:4][C:3]1=[O:21].[F:22][CH2:23][CH2:24]N.Cl.C(N(CC)CC)C. (5) Reactant: [C:1]([C:3]1[CH:4]=[C:5]([CH:9]=[CH:10][C:11]=1[O:12][CH:13]([CH3:15])[CH3:14])[C:6]([OH:8])=O)#[N:2].C(Cl)CCl.C1C=CC2N(O)N=NC=2C=1.[Cl:30][C:31]1[CH:36]=[C:35]([O:37][CH2:38][O:39][CH2:40][CH2:41][Si:42]([CH3:45])([CH3:44])[CH3:43])[CH:34]=[CH:33][C:32]=1[C:46](=[NH:49])[NH:47]O. Product: [Cl:30][C:31]1[CH:36]=[C:35]([O:37][CH2:38][O:39][CH2:40][CH2:41][Si:42]([CH3:45])([CH3:43])[CH3:44])[CH:34]=[CH:33][C:32]=1[C:46]1[N:49]=[C:6]([C:5]2[CH:9]=[CH:10][C:11]([O:12][CH:13]([CH3:15])[CH3:14])=[C:3]([CH:4]=2)[C:1]#[N:2])[O:8][N:47]=1. The catalyst class is: 1.